From a dataset of Catalyst prediction with 721,799 reactions and 888 catalyst types from USPTO. Predict which catalyst facilitates the given reaction. (1) Reactant: [Li+].[OH-].[NH2:3][C:4]1[CH:5]=[C:6]([CH:27]=[CH:28][CH:29]=1)[C:7]([NH:9][CH2:10][C:11]([NH:13][CH:14]([C:21]1[CH:26]=[CH:25][CH:24]=[CH:23][CH:22]=1)[CH2:15][C:16]([O:18]CC)=[O:17])=[O:12])=[O:8].[F:30][C:31]([F:36])([F:35])[C:32]([OH:34])=[O:33]. Product: [F:30][C:31]([F:36])([F:35])[C:32]([OH:34])=[O:33].[NH2:3][C:4]1[CH:5]=[C:6]([CH:27]=[CH:28][CH:29]=1)[C:7]([NH:9][CH2:10][C:11]([NH:13][CH:14]([C:21]1[CH:22]=[CH:23][CH:24]=[CH:25][CH:26]=1)[CH2:15][C:16]([OH:18])=[O:17])=[O:12])=[O:8]. The catalyst class is: 97. (2) Reactant: [BH4-].[Na+].[N:3]1[C:8]([C:9](OC)=[O:10])=[CH:7][CH:6]=[CH:5][C:4]=1[C:13](OC)=[O:14]. Product: [OH:14][CH2:13][C:4]1[CH:5]=[CH:6][CH:7]=[C:8]([CH2:9][OH:10])[N:3]=1. The catalyst class is: 14. (3) Reactant: [Cl:1][C:2]1[N:7]=[C:6](Cl)[C:5]([Cl:9])=[CH:4][N:3]=1.[CH3:10][C:11]1[S:15][C:14]([NH2:16])=[N:13][CH:12]=1.CCN(C(C)C)C(C)C. Product: [Cl:1][C:2]1[N:7]=[C:6]([NH:16][C:14]2[S:15][C:11]([CH3:10])=[CH:12][N:13]=2)[C:5]([Cl:9])=[CH:4][N:3]=1. The catalyst class is: 14. (4) Reactant: [CH:1]1([C:4]2[NH:8][N:7]=[C:6]([C:9]3[N:14]=[C:13]([NH:15][C:16]4[CH:21]=[CH:20][N:19]=[CH:18][CH:17]=4)[C:12]([O:22][CH3:23])=[CH:11][N:10]=3)[C:5]=2[CH3:24])[CH2:3][CH2:2]1.[H-].[Na+].Br[CH2:28][C:29]1[C:34]([F:35])=[CH:33][C:32]([O:36][CH:37]([F:39])[F:38])=[CH:31][C:30]=1[F:40].O. Product: [CH:1]1([C:4]2[N:8]([CH2:28][C:29]3[C:30]([F:40])=[CH:31][C:32]([O:36][CH:37]([F:38])[F:39])=[CH:33][C:34]=3[F:35])[N:7]=[C:6]([C:9]3[N:14]=[C:13]([NH:15][C:16]4[CH:21]=[CH:20][N:19]=[CH:18][CH:17]=4)[C:12]([O:22][CH3:23])=[CH:11][N:10]=3)[C:5]=2[CH3:24])[CH2:3][CH2:2]1. The catalyst class is: 1. (5) Product: [N:28]1[CH:29]=[CH:30][CH:31]=[N:32][C:27]=1[NH:26][C:23]1[S:24][CH:25]=[C:21]([C:10]2[C:11]([C:13]3[CH:14]=[C:15]([CH:18]=[CH:19][CH:20]=3)[C:16]#[N:17])=[CH:12][NH:8][N:9]=2)[N:22]=1. The catalyst class is: 67. Reactant: COC1C=CC(C[N:8]2[CH:12]=[C:11]([C:13]3[CH:14]=[C:15]([CH:18]=[CH:19][CH:20]=3)[C:16]#[N:17])[C:10]([C:21]3[N:22]=[C:23]([NH:26][C:27]4[N:32]=[CH:31][CH:30]=[CH:29][N:28]=4)[S:24][CH:25]=3)=[N:9]2)=CC=1. (6) Reactant: [Cl:1][C:2]1[CH:3]=[CH:4][C:5]([NH:8][C:9]([C:11]2[CH:16]=[C:15]([Cl:17])[CH:14]=[CH:13][C:12]=2[NH:18][C:19]([C:21]2[CH:26]=[CH:25][C:24]([S:27]([CH2:30][CH2:31][OH:32])(=[NH:29])=[O:28])=[CH:23][CH:22]=2)=[O:20])=[O:10])=[N:6][CH:7]=1.N1C=CC=CC=1.[C:39](Cl)(=[O:41])[CH3:40]. Product: [Cl:1][C:2]1[CH:3]=[CH:4][C:5]([NH:8][C:9]([C:11]2[CH:16]=[C:15]([Cl:17])[CH:14]=[CH:13][C:12]=2[NH:18][C:19]([C:21]2[CH:26]=[CH:25][C:24]([S:27]([CH2:30][CH2:31][OH:32])(=[N:29][C:39](=[O:41])[CH3:40])=[O:28])=[CH:23][CH:22]=2)=[O:20])=[O:10])=[N:6][CH:7]=1. The catalyst class is: 2.